This data is from Peptide-MHC class I binding affinity with 185,985 pairs from IEDB/IMGT. The task is: Regression. Given a peptide amino acid sequence and an MHC pseudo amino acid sequence, predict their binding affinity value. This is MHC class I binding data. (1) The peptide sequence is FLPGQYMNI. The MHC is HLA-A02:50 with pseudo-sequence HLA-A02:50. The binding affinity (normalized) is 1.00. (2) The peptide sequence is RRRWEQLL. The MHC is Mamu-B03 with pseudo-sequence Mamu-B03. The binding affinity (normalized) is 0.415. (3) The peptide sequence is GERSRCYSL. The MHC is HLA-B40:02 with pseudo-sequence HLA-B40:02. The binding affinity (normalized) is 0.636. (4) The peptide sequence is GLVLHGEAI. The MHC is HLA-A01:01 with pseudo-sequence HLA-A01:01. The binding affinity (normalized) is 0.0847.